This data is from Human Reference Interactome with 51,813 positive PPI pairs across 8,248 proteins, plus equal number of experimentally-validated negative pairs. The task is: Binary Classification. Given two protein amino acid sequences, predict whether they physically interact or not. Protein 2 (ENSG00000024862) has sequence MPRAEPRATLGEQEKAGLPLGAWRLYLLRHFRKQTELRRSGSRDVTGALLVAAAVASEAVGSLRVAEGGPNTLLLQVLRSWPWCNKELKTMEERKVKRRSPKSFSAHCTQVVNAKKNAIPVSKSTGFSNPASQSTSQRPKLKRVMKEKTKPQGGEGKGAQSTPIQHSFLTDVSDVQEMERGLLSLLNDFHSGKLQAFGNECSIEQMEHVRGMQEKLARLNLELYGELEELPEDKRKTASDSNLDRLLSDLEELNSSIQKLHLADAQDVPNTSAS*MEERKVKRRSPKSFSAHCTQVVNAK.... Protein 1 (ENSG00000135973) has sequence MACNSTSLEAYTYLLLNTSNASDSGSTQLPAPLRISLAIVMLLMTVVGFLGNTVVCIIVYQRPAMRSAINLLLATLAFSDIMLSLCCMPFTAVTLITVRWHFGDHFCRLSATLYWFFVLEGVAILLIISVDRFLIIVQRQDKLNPRRAKVIIAVSWVLSFCIAGPSLTGWTLVEVPARAPQCVLGYTELPADRAYVVTLVVAVFFAPFGVMLCAYMCILNTVRKNAVRVHNQSDSLDLRQLTRAGLRRLQRQQQVSVDLSFKTKAFTTILILFVGFSLCWLPHSVYSLLSVFSQRFYCGS.... Result: 0 (the proteins do not interact).